Predict the product of the given reaction. From a dataset of Forward reaction prediction with 1.9M reactions from USPTO patents (1976-2016). (1) The product is: [CH2:1]([C@H:3]1[C@@H:7]([C:8]2[N:12]3[C:13]4[CH:19]=[CH:18][NH:17][C:14]=4[N:15]=[CH:16][C:11]3=[N:10][CH:9]=2)[CH2:6][N:5]([C:30](=[O:36])[CH2:31][CH2:32][CH2:33][C:34]#[N:35])[CH2:4]1)[CH3:2]. Given the reactants [CH2:1]([C@H:3]1[C@@H:7]([C:8]2[N:12]3[C:13]4[CH:19]=[CH:18][N:17](S(C5C=CC(C)=CC=5)(=O)=O)[C:14]=4[N:15]=[CH:16][C:11]3=[N:10][CH:9]=2)[CH2:6][N:5]([C:30](=[O:36])[CH2:31][CH2:32][CH2:33][C:34]#[N:35])[CH2:4]1)[CH3:2].[OH-].[Na+].C(Cl)Cl.O, predict the reaction product. (2) Given the reactants [Br:1][C:2]1[CH:3]=[C:4]([C:12]2[O:16][N:15]=[C:14]([C:17]3[CH:18]=[CH:19][C:20]4[O:24][C:23]([C:25]5([NH:33]C(=O)OC(C)(C)C)[CH2:30][O:29]C(C)(C)[O:27][CH2:26]5)=[CH:22][C:21]=4[CH:41]=3)[N:13]=2)[CH:5]=[CH:6][C:7]=1[O:8][CH2:9][CH2:10][CH3:11].ClC1C=C(C2ON=C(C3C=CC4OC(C5(NC(=O)OCCCC)COC(C)(C)OC5)=CC=4C=3)N=2)C=CC=1OCCC, predict the reaction product. The product is: [NH2:33][C:25]([C:23]1[O:24][C:20]2[CH:19]=[CH:18][C:17]([C:14]3[N:13]=[C:12]([C:4]4[CH:5]=[CH:6][C:7]([O:8][CH2:9][CH2:10][CH3:11])=[C:2]([Br:1])[CH:3]=4)[O:16][N:15]=3)=[CH:41][C:21]=2[CH:22]=1)([CH2:26][OH:27])[CH2:30][OH:29].